This data is from CYP1A2 inhibition data for predicting drug metabolism from PubChem BioAssay. The task is: Regression/Classification. Given a drug SMILES string, predict its absorption, distribution, metabolism, or excretion properties. Task type varies by dataset: regression for continuous measurements (e.g., permeability, clearance, half-life) or binary classification for categorical outcomes (e.g., BBB penetration, CYP inhibition). Dataset: cyp1a2_veith. The molecule is CCOC(=O)N/N=C1/C[C@@H](O)[C@@H](O)[C@H]2[C@@H]1CC[C@@H]1C(=O)N(Cc3ccccc3)C(=O)[C@H]12. The result is 0 (non-inhibitor).